Dataset: Reaction yield outcomes from USPTO patents with 853,638 reactions. Task: Predict the reaction yield, written as a fraction of the theoretical maximum amount of product (1.0 means a 100% yield; for example, 0.34 means a 34% yield). (1) The reactants are FC1C=C2C(C3(CCCC3)C(=O)N2[C:11]([NH:13][CH2:14][CH:15]2[CH2:20][CH2:19][N:18]([CH2:21][C:22]3([C:26]([OH:28])=[O:27])[CH2:25][CH2:24][CH2:23]3)[CH2:17][CH2:16]2)=[O:12])=CC=1.[OH-:34].[Na+].Cl. The catalyst is C(O)C. The product is [C:15]([O:34][C:11]([NH:13][CH2:14][CH:15]1[CH2:16][CH2:17][N:18]([CH2:21][C:22]2([C:26]([OH:28])=[O:27])[CH2:23][CH2:24][CH2:25]2)[CH2:19][CH2:20]1)=[O:12])([CH3:20])([CH3:16])[CH3:14]. The yield is 0.980. (2) The reactants are [F:1][C:2]([F:25])([F:24])[C:3]([C:9]1[CH:14]=[CH:13][C:12](B2OC(C)(C)C(C)(C)O2)=[CH:11][CH:10]=1)([OH:8])[C:4]([F:7])([F:6])[F:5].Cl[C:27]1[N:32]=[C:31]([NH:33][C:34]([C:36]2([C:39]3[CH:49]=[CH:48][C:42]4[O:43][C:44]([F:47])([F:46])[O:45][C:41]=4[CH:40]=3)[CH2:38][CH2:37]2)=[O:35])[CH:30]=[CH:29][C:28]=1[CH3:50]. The catalyst is COCCOC.C([O-])([O-])=O.[Na+].[Na+].C1C=CC([P]([Pd]([P](C2C=CC=CC=2)(C2C=CC=CC=2)C2C=CC=CC=2)([P](C2C=CC=CC=2)(C2C=CC=CC=2)C2C=CC=CC=2)[P](C2C=CC=CC=2)(C2C=CC=CC=2)C2C=CC=CC=2)(C2C=CC=CC=2)C2C=CC=CC=2)=CC=1. The product is [F:47][C:44]1([F:46])[O:43][C:42]2[CH:48]=[CH:49][C:39]([C:36]3([C:34]([NH:33][C:31]4[CH:30]=[CH:29][C:28]([CH3:50])=[C:27]([C:12]5[CH:13]=[CH:14][C:9]([C:3]([OH:8])([C:4]([F:6])([F:5])[F:7])[C:2]([F:1])([F:25])[F:24])=[CH:10][CH:11]=5)[N:32]=4)=[O:35])[CH2:38][CH2:37]3)=[CH:40][C:41]=2[O:45]1. The yield is 0.750. (3) The product is [CH3:1][C:2]1[CH:7]=[CH:6][C:5]([S:8][C:9]2[CH:10]=[C:11]([CH:12]=[CH:16][CH:17]=2)[C:25]([OH:27])=[O:26])=[C:4]([N+:18]([O-:20])=[O:19])[CH:3]=1. The reactants are [CH3:1][C:2]1[CH:7]=[CH:6][C:5]([S:8][C:9]2[CH:17]=[CH:16][C:12](C(O)=O)=[CH:11][CH:10]=2)=[C:4]([N+:18]([O-:20])=[O:19])[CH:3]=1.SC1C=C(C=CC=1)[C:25]([OH:27])=[O:26]. The yield is 0.800. No catalyst specified. (4) The reactants are [Br:1][C:2]1[CH:9]=[CH:8][C:5](C=C)=[CH:4][CH:3]=1.C[N+]1([O-])[CH2:16][CH2:15][O:14]CC1.CC(C)=[O:20].O. The catalyst is CCOC(C)=O.[Os](=O)(=O)(=O)=O. The product is [Br:1][C:2]1[CH:9]=[CH:8][C:5]([CH:15]([OH:14])[CH2:16][OH:20])=[CH:4][CH:3]=1. The yield is 0.280. (5) The reactants are C([O:3][C:4]([C:6]1[CH:7]=[CH:8][C:9]2[N:10]([N:12]=[C:13]([C:22]3[CH:27]=[CH:26][CH:25]=[C:24]([CH3:28])[N:23]=3)[C:14]=2[C:15]2[CH:20]=[CH:19][C:18]([F:21])=[CH:17][CH:16]=2)[CH:11]=1)=O)C.[CH3:29][N:30]([CH3:34])[CH2:31][CH2:32][NH2:33]. No catalyst specified. The product is [CH3:29][N:30]([CH3:34])[CH2:31][CH2:32][NH:33][C:4]([C:6]1[CH:7]=[CH:8][C:9]2[N:10]([N:12]=[C:13]([C:22]3[CH:27]=[CH:26][CH:25]=[C:24]([CH3:28])[N:23]=3)[C:14]=2[C:15]2[CH:20]=[CH:19][C:18]([F:21])=[CH:17][CH:16]=2)[CH:11]=1)=[O:3]. The yield is 0.100. (6) The reactants are S([O-])([O-])(=O)=O.[Na+].[Na+].[CH3:8][O:9][C:10]1[CH:19]=[C:18]2[C:13]([N:14]=[CH:15][C:16](=[O:23])[N:17]2[CH2:20][CH:21]=O)=[CH:12][CH:11]=1.[NH2:24][CH2:25][C@@H:26]1[CH2:30][N:29]([C:31]2[CH:32]=[CH:33][C:34]3[O:39][CH2:38][C:37](=[O:40])[NH:36][C:35]=3[CH:41]=2)[C:28](=[O:42])[CH2:27]1.C(O[BH-](OC(=O)C)OC(=O)C)(=O)C.[Na+].C(=O)([O-])O.[Na+]. The catalyst is ClCCl.O.CN(C)C=O. The product is [CH3:8][O:9][C:10]1[CH:19]=[C:18]2[C:13]([N:14]=[CH:15][C:16](=[O:23])[N:17]2[CH2:20][CH2:21][NH:24][CH2:25][C@@H:26]2[CH2:30][N:29]([C:31]3[CH:32]=[CH:33][C:34]4[O:39][CH2:38][C:37](=[O:40])[NH:36][C:35]=4[CH:41]=3)[C:28](=[O:42])[CH2:27]2)=[CH:12][CH:11]=1. The yield is 0.900. (7) The reactants are [CH:1]1([C:4]2[N:8]=[C:7]([C:9]3[N:10]=[CH:11][N:12]4[C:18]=3[CH2:17][NH:16][C:15](=O)[C:14]3[CH:20]=[C:21]([O:24][CH3:25])[CH:22]=[CH:23][C:13]4=3)[O:6][N:5]=2)[CH2:3][CH2:2]1.CN(C)C1C=CC(C)=CC=1.P(Br)(Br)(Br)=O.[NH2:41][NH2:42]. The catalyst is C1(C)C=CC=CC=1. The product is [CH:1]1([C:4]2[N:8]=[C:7]([C:9]3[N:10]=[CH:11][N:12]4[C:18]=3[CH2:17][N:16]=[C:15]([NH:41][NH2:42])[C:14]3[CH:20]=[C:21]([O:24][CH3:25])[CH:22]=[CH:23][C:13]4=3)[O:6][N:5]=2)[CH2:3][CH2:2]1. The yield is 0.380.